Task: Regression. Given a peptide amino acid sequence and an MHC pseudo amino acid sequence, predict their binding affinity value. This is MHC class I binding data.. Dataset: Peptide-MHC class I binding affinity with 185,985 pairs from IEDB/IMGT The peptide sequence is SSYRMGINK. The MHC is HLA-B51:01 with pseudo-sequence HLA-B51:01. The binding affinity (normalized) is 0.0847.